From a dataset of Reaction yield outcomes from USPTO patents with 853,638 reactions. Predict the reaction yield, written as a fraction of the theoretical maximum amount of product (1.0 means a 100% yield; for example, 0.34 means a 34% yield). (1) The reactants are [NH:1]1[C:9]2[C:4](=[CH:5][C:6]([C:10]([N:12]3[CH2:18][C:17]4([CH3:20])[CH2:19][CH:13]3[CH2:14][C:15]([CH3:22])([CH3:21])[CH2:16]4)=[O:11])=[CH:7][CH:8]=2)[CH:3]=[CH:2]1.[OH-].[K+].[I:25]I. The catalyst is CN(C=O)C. The product is [I:25][C:3]1[C:4]2[C:9](=[CH:8][CH:7]=[C:6]([C:10]([N:12]3[CH2:18][C:17]4([CH3:20])[CH2:19][CH:13]3[CH2:14][C:15]([CH3:22])([CH3:21])[CH2:16]4)=[O:11])[CH:5]=2)[NH:1][CH:2]=1. The yield is 0.830. (2) The product is [NH2:20][C@@:19]([C:14]1[N:13]=[CH:12][C:11]2[C:16](=[CH:17][CH:18]=[C:9]([O:8][CH2:1][CH2:2][CH2:3][CH2:4][CH2:5][CH2:6][CH3:7])[CH:10]=2)[N:15]=1)([CH3:25])[CH2:23][OH:22]. The catalyst is O. The yield is 0.570. The reactants are [CH2:1]([O:8][C:9]1[CH:10]=[C:11]2[C:16](=[CH:17][CH:18]=1)[N:15]=[C:14]([C@:19]1([CH3:25])[CH2:23][O:22]C(=O)[NH:20]1)[N:13]=[CH:12]2)[CH2:2][CH2:3][CH2:4][CH2:5][CH2:6][CH3:7].C(O)C.[OH-].[Li+]. (3) The reactants are Br[C:2]1[CH:3]=[C:4]2[C:9](=[CH:10][C:11]=1[O:12][CH2:13][CH2:14][CH2:15][CH2:16][CH2:17][CH3:18])[C:8]([CH3:20])([CH3:19])[CH2:7][CH:6]=[C:5]2[CH3:21].CC([O-])(C)C.[Na+].[NH2:28][C:29]1[CH:39]=[CH:38][C:32]([C:33]([O:35][CH2:36][CH3:37])=[O:34])=[CH:31][CH:30]=1. The catalyst is C1C=CC(P(C2C=CC=CC=2)[C-]2C=CC=C2)=CC=1.C1C=CC(P(C2C=CC=CC=2)[C-]2C=CC=C2)=CC=1.Cl[Pd]Cl.[Fe+2].C1C=CC(P(C2C=CC=CC=2)[C-]2C=CC=C2)=CC=1.C1C=CC(P(C2C=CC=CC=2)[C-]2C=CC=C2)=CC=1.[Fe+2].C1(C)C=CC=CC=1. The product is [CH2:13]([O:12][C:11]1[C:2]([NH:28][C:29]2[CH:30]=[CH:31][C:32]([C:33]([O:35][CH2:36][CH3:37])=[O:34])=[CH:38][CH:39]=2)=[CH:3][C:4]2[C:5]([CH3:21])=[CH:6][CH2:7][C:8]([CH3:20])([CH3:19])[C:9]=2[CH:10]=1)[CH2:14][CH2:15][CH2:16][CH2:17][CH3:18]. The yield is 0.150. (4) The reactants are Br[CH2:2][C:3]1[CH:12]=[C:11]2[C:6]([CH:7]=[C:8]([C:17]([O:19][CH2:20][CH3:21])=[O:18])[CH:9]([C:13]([F:16])([F:15])[F:14])[O:10]2)=[CH:5][C:4]=1[Cl:22].[CH:23]([C:25]1[CH:30]=[CH:29][C:28](B(O)O)=[CH:27][CH:26]=1)=[O:24].C([O-])([O-])=O.[Na+].[Na+]. The catalyst is COCCOC.CCO.COCCOC.C1C=CC([P]([Pd]([P](C2C=CC=CC=2)(C2C=CC=CC=2)C2C=CC=CC=2)([P](C2C=CC=CC=2)(C2C=CC=CC=2)C2C=CC=CC=2)[P](C2C=CC=CC=2)(C2C=CC=CC=2)C2C=CC=CC=2)(C2C=CC=CC=2)C2C=CC=CC=2)=CC=1. The product is [Cl:22][C:4]1[CH:5]=[C:6]2[C:11](=[CH:12][C:3]=1[CH2:2][C:28]1[CH:29]=[CH:30][C:25]([CH:23]=[O:24])=[CH:26][CH:27]=1)[O:10][CH:9]([C:13]([F:16])([F:15])[F:14])[C:8]([C:17]([O:19][CH2:20][CH3:21])=[O:18])=[CH:7]2. The yield is 0.470. (5) The reactants are [NH2:1][C:2]1[CH:7]=[C:6]([C@H:8]2[CH2:12][CH2:11][CH2:10][C@@H:9]2[O:13][C:14]2[C:19]([F:20])=[CH:18][C:17]([S:21]([N:24](CC3C=CC(OC)=CC=3OC)[C:25]3[CH:30]=[CH:29][N:28]=[CH:27][N:26]=3)(=[O:23])=[O:22])=[C:16]([F:42])[CH:15]=2)[CH:5]=[CH:4][N:3]=1.C([SiH](CC)CC)C.FC(F)(F)C(O)=O. The catalyst is ClCCl. The product is [NH2:1][C:2]1[CH:7]=[C:6]([C@H:8]2[CH2:12][CH2:11][CH2:10][C@@H:9]2[O:13][C:14]2[C:19]([F:20])=[CH:18][C:17]([S:21]([NH:24][C:25]3[CH:30]=[CH:29][N:28]=[CH:27][N:26]=3)(=[O:22])=[O:23])=[C:16]([F:42])[CH:15]=2)[CH:5]=[CH:4][N:3]=1. The yield is 0.880. (6) The reactants are Br[CH2:2][C:3]1[C:4]([C:21]2[CH:26]=[CH:25][CH:24]=[C:23]([C:27]([F:30])([F:29])[F:28])[CH:22]=2)=[N:5][C:6]2[C:11]([C:12]=1[C:13]([O:15][CH3:16])=[O:14])=[CH:10][C:9]([S:17]([CH3:20])(=[O:19])=[O:18])=[CH:8][CH:7]=2.[N:31]1([CH:36]2[CH2:41][CH2:40][NH:39][CH2:38][CH2:37]2)[CH2:35][CH2:34][CH2:33][CH2:32]1. The catalyst is C(#N)C. The product is [CH3:20][S:17]([C:9]1[CH:10]=[C:11]2[C:6](=[CH:7][CH:8]=1)[N:5]=[C:4]([C:21]1[CH:26]=[CH:25][CH:24]=[C:23]([C:27]([F:30])([F:28])[F:29])[CH:22]=1)[C:3]([CH2:2][N:39]1[CH2:40][CH2:41][CH:36]([N:31]3[CH2:35][CH2:34][CH2:33][CH2:32]3)[CH2:37][CH2:38]1)=[C:12]2[C:13]([O:15][CH3:16])=[O:14])(=[O:18])=[O:19]. The yield is 0.880.